Dataset: Full USPTO retrosynthesis dataset with 1.9M reactions from patents (1976-2016). Task: Predict the reactants needed to synthesize the given product. (1) Given the product [F:1][C:2]1[CH:9]=[CH:8][C:7]([CH2:10][O:11][C:25]2[CH:26]=[C:27]3[NH:19][C@@H:20]([CH3:30])[CH2:21][N:22]3[C:23](=[O:29])[N:24]=2)=[CH:6][C:3]=1[C:4]#[N:5], predict the reactants needed to synthesize it. The reactants are: [F:1][C:2]1[CH:9]=[CH:8][C:7]([CH2:10][OH:11])=[CH:6][C:3]=1[C:4]#[N:5].C(OC([N:19]1[C:27]2[N:22]([C:23](=[O:29])[N:24]=[C:25](Cl)[CH:26]=2)[CH2:21][C@@H:20]1[CH3:30])=O)(C)(C)C. (2) Given the product [Br:12][C:13]1[CH:18]=[C:17]([N+:19]([O-:21])=[O:20])[CH:16]=[C:15]([O:22][CH2:2][CH2:3][O:4][CH2:5][CH2:6][O:7][CH2:8][CH2:9][O:10][CH3:11])[CH:14]=1, predict the reactants needed to synthesize it. The reactants are: Br[CH2:2][CH2:3][O:4][CH2:5][CH2:6][O:7][CH2:8][CH2:9][O:10][CH3:11].[Br:12][C:13]1[CH:14]=[C:15]([OH:22])[CH:16]=[C:17]([N+:19]([O-:21])=[O:20])[CH:18]=1.C([O-])([O-])=O.[K+].[K+].[Na+].[I-]. (3) Given the product [CH3:11][CH:12]1[NH:13][CH:14]([CH3:18])[CH2:15][N:16]([C:7]2[CH:8]=[CH:9][C:4]([N+:1]([O-:3])=[O:2])=[CH:5][CH:6]=2)[CH2:17]1, predict the reactants needed to synthesize it. The reactants are: [N+:1]([C:4]1[CH:9]=[CH:8][C:7](F)=[CH:6][CH:5]=1)([O-:3])=[O:2].[CH3:11][CH:12]1[CH2:17][NH:16][CH2:15][CH:14]([CH3:18])[NH:13]1. (4) Given the product [N:1]1([C:6]2[CH:11]=[C:10]([CH:9]=[CH:8][N:7]=2)[CH:12]=[O:13])[CH:5]=[CH:4][CH:3]=[N:2]1, predict the reactants needed to synthesize it. The reactants are: [N:1]1([C:6]2[CH:11]=[C:10]([CH2:12][OH:13])[CH:9]=[CH:8][N:7]=2)[CH:5]=[CH:4][CH:3]=[N:2]1.